The task is: Predict which catalyst facilitates the given reaction.. This data is from Catalyst prediction with 721,799 reactions and 888 catalyst types from USPTO. (1) Reactant: Br[C:2]1[CH:14]=[C:13]([CH3:15])[C:12]([O:16][C:17]2[N:21]([CH3:22])[N:20]=[C:19]([CH3:23])[C:18]=2[CH3:24])=[CH:11][C:3]=1[O:4][C@@H:5]([CH3:10])[C:6]([O:8][CH3:9])=[O:7].[B:25]1([B:25]2[O:29][C:28]([CH3:31])([CH3:30])[C:27]([CH3:33])([CH3:32])[O:26]2)[O:29][C:28]([CH3:31])([CH3:30])[C:27]([CH3:33])([CH3:32])[O:26]1.C([O-])(=O)C.[K+]. Product: [CH3:15][C:13]1[C:12]([O:16][C:17]2[N:21]([CH3:22])[N:20]=[C:19]([CH3:23])[C:18]=2[CH3:24])=[CH:11][C:3]([O:4][C@@H:5]([CH3:10])[C:6]([O:8][CH3:9])=[O:7])=[C:2]([B:25]2[O:29][C:28]([CH3:31])([CH3:30])[C:27]([CH3:33])([CH3:32])[O:26]2)[CH:14]=1. The catalyst class is: 16. (2) Reactant: [CH2:1]([C:3]1[C:7]([CH:8]=O)=[CH:6][NH:5][N:4]=1)[CH3:2].[C:10]([O:19]CC)(=O)[CH2:11][CH2:12][C:13]([O:15][CH2:16][CH3:17])=[O:14].[CH3:22]C([O-])(C)C.[K+]. Product: [CH2:1]([C:3]1[C:7]([CH:8]=[C:12]([CH2:11][C:10](=[O:19])[CH3:22])[C:13]([O:15][CH2:16][CH3:17])=[O:14])=[CH:6][NH:5][N:4]=1)[CH3:2]. The catalyst class is: 107. (3) Reactant: [N:1]12[CH2:7][CH:4]([CH2:5][CH2:6]1)[CH2:3][CH:2]2[C:8]([O:10]C)=[O:9]. Product: [N:1]12[CH2:7][CH:4]([CH2:5][CH2:6]1)[CH2:3][CH:2]2[C:8]([OH:10])=[O:9]. The catalyst class is: 5. (4) Reactant: CCOCC.Br[C:7]1[S:8][CH:9]=[CH:10][CH:11]=1.[Li]CCCC.[CH3:17][C:18]1[C:27]2[C:22](=[CH:23][CH:24]=[CH:25][CH:26]=2)[N:21]=[CH:20][CH:19]=1. Product: [CH3:17][C:18]1[C:27]2[C:22](=[CH:23][CH:24]=[CH:25][CH:26]=2)[N:21]=[C:20]([C:7]2[S:8][CH:9]=[CH:10][CH:11]=2)[CH:19]=1. The catalyst class is: 170. (5) Reactant: [Cl:1][C:2]1[N:7]=[C:6](Cl)[C:5]([C:9]#[N:10])=[CH:4][N:3]=1.[NH2:11][CH:12]1[CH2:26][CH:15]2[CH2:16][N:17]([C:19]([O:21][C:22]([CH3:25])([CH3:24])[CH3:23])=[O:20])[CH2:18][CH:14]2[CH2:13]1.C(N(CC)CC)C. Product: [Cl:1][C:2]1[N:7]=[C:6]([NH:11][CH:12]2[CH2:26][CH:15]3[CH2:16][N:17]([C:19]([O:21][C:22]([CH3:24])([CH3:23])[CH3:25])=[O:20])[CH2:18][CH:14]3[CH2:13]2)[C:5]([C:9]#[N:10])=[CH:4][N:3]=1. The catalyst class is: 8. (6) Reactant: [C:1]([C:3]1[CH:8]=[CH:7][C:6]([C:9]2[CH:17]=CC=CC=2C(O)=O)=[CH:5][CH:4]=1)#C.C1N=CN(C(N2C=NC=C2)=[O:24])C=1.[NH:30]1[CH2:35][CH2:34][O:33][CH2:32][CH2:31]1. Product: [C:9]([C:6]1[CH:5]=[CH:4][C:3]([C:1]([N:30]2[CH2:35][CH2:34][O:33][CH2:32][CH2:31]2)=[O:24])=[CH:8][CH:7]=1)#[CH:17]. The catalyst class is: 1.